From a dataset of Forward reaction prediction with 1.9M reactions from USPTO patents (1976-2016). Predict the product of the given reaction. (1) Given the reactants [CH:1]([C:4]1[C:8]([CH2:9][CH2:10][CH2:11][CH2:12][OH:13])=[CH:7][N:6]([C:14]2[CH:19]=[CH:18][C:17]([C:20]([F:23])([F:22])[F:21])=[CH:16][N:15]=2)[N:5]=1)([CH3:3])[CH3:2].O[C:25]1[CH:26]=[C:27]([CH:36]=[CH:37][CH:38]=1)[O:28][C:29]([CH3:35])([CH3:34])[C:30]([O:32]C)=[O:31].C(P(CCCC)CCCC)CCC.N(C(N1CCCCC1)=O)=NC(N1CCCCC1)=O, predict the reaction product. The product is: [CH:1]([C:4]1[C:8]([CH2:9][CH2:10][CH2:11][CH2:12][O:13][C:25]2[CH:26]=[C:27]([CH:36]=[CH:37][CH:38]=2)[O:28][C:29]([CH3:35])([CH3:34])[C:30]([OH:32])=[O:31])=[CH:7][N:6]([C:14]2[CH:19]=[CH:18][C:17]([C:20]([F:22])([F:21])[F:23])=[CH:16][N:15]=2)[N:5]=1)([CH3:3])[CH3:2]. (2) Given the reactants [NH2:1][C:2]1[C:3](=[O:17])[NH:4][C:5](=[S:16])[N:6]([CH2:9][CH:10]2[CH2:15][CH2:14][CH2:13][CH2:12][CH2:11]2)[C:7]=1[NH2:8].[CH:18](OCC)(OCC)OCC, predict the reaction product. The product is: [CH:10]1([CH2:9][N:6]2[C:7]3[N:8]=[CH:18][NH:1][C:2]=3[C:3](=[O:17])[NH:4][C:5]2=[S:16])[CH2:15][CH2:14][CH2:13][CH2:12][CH2:11]1. (3) Given the reactants [N:1]1([CH:7]2[CH2:12][CH2:11][NH:10][CH2:9][CH2:8]2)[CH2:6][CH2:5][CH2:4][CH2:3][CH2:2]1.[C:13](=O)([O:22]N1C(=O)CCC1=O)[O:14][N:15]1[C:19](=[O:20])[CH2:18][CH2:17][C:16]1=[O:21], predict the reaction product. The product is: [N:1]1([CH:7]2[CH2:12][CH2:11][N:10]([C:13]([O:14][N:15]3[C:19](=[O:20])[CH2:18][CH2:17][C:16]3=[O:21])=[O:22])[CH2:9][CH2:8]2)[CH2:6][CH2:5][CH2:4][CH2:3][CH2:2]1. (4) Given the reactants [Br:1][C:2]1[C:10]2[N:9]=[N:8][N:7]([CH2:11][CH:12]3[CH2:14][CH2:13]3)[C:6]=2[CH:5]=[CH:4][C:3]=1[O:15]C.B(Br)(Br)Br, predict the reaction product. The product is: [Br:1][C:2]1[C:10]2[N:9]=[N:8][N:7]([CH2:11][CH:12]3[CH2:14][CH2:13]3)[C:6]=2[CH:5]=[CH:4][C:3]=1[OH:15].